Dataset: Full USPTO retrosynthesis dataset with 1.9M reactions from patents (1976-2016). Task: Predict the reactants needed to synthesize the given product. (1) Given the product [NH2:10][C:13]1[CH:21]=[CH:20][CH:19]=[CH:18][C:14]=1[C:15]([NH2:17])=[O:16], predict the reactants needed to synthesize it. The reactants are: C(N)(=O)C1C=CC=CC=1.[N+:10]([C:13]1[CH:21]=[CH:20][CH:19]=[CH:18][C:14]=1[C:15]([NH2:17])=[O:16])([O-])=O. (2) Given the product [Cl:21][C:5]1[C:6]([NH:8][C:9]2[CH:14]=[CH:13][CH:12]=[CH:11][C:10]=2[S:15]([CH:18]([CH3:20])[CH3:19])(=[O:17])=[O:16])=[N:7][C:2]([NH:41][CH2:40][C:36]2[CH:37]=[CH:38][CH:39]=[C:34]([N+:31]([O-:33])=[O:32])[CH:35]=2)=[N:3][CH:4]=1, predict the reactants needed to synthesize it. The reactants are: Cl[C:2]1[N:7]=[C:6]([NH:8][C:9]2[CH:14]=[CH:13][CH:12]=[CH:11][C:10]=2[S:15]([CH:18]([CH3:20])[CH3:19])(=[O:17])=[O:16])[C:5]([Cl:21])=[CH:4][N:3]=1.C(N(C(C)C)CC)(C)C.[N+:31]([C:34]1[CH:35]=[C:36]([CH2:40][NH2:41])[CH:37]=[CH:38][CH:39]=1)([O-:33])=[O:32]. (3) Given the product [CH:1]1([C:5]2[N:9]=[C:8]([N:10]3[CH2:11][CH2:12][CH:13]([CH2:16][CH2:17][CH2:18][O:19][C:20]4[CH:28]=[CH:27][C:23]([C:24]([NH:30][CH:31]([CH2:34][OH:35])[CH2:32][OH:33])=[O:26])=[C:22]([CH3:29])[CH:21]=4)[CH2:14][CH2:15]3)[O:7][N:6]=2)[CH2:4][CH2:3][CH2:2]1, predict the reactants needed to synthesize it. The reactants are: [CH:1]1([C:5]2[N:9]=[C:8]([N:10]3[CH2:15][CH2:14][CH:13]([CH2:16][CH2:17][CH2:18][O:19][C:20]4[CH:28]=[CH:27][C:23]([C:24]([OH:26])=O)=[C:22]([CH3:29])[CH:21]=4)[CH2:12][CH2:11]3)[O:7][N:6]=2)[CH2:4][CH2:3][CH2:2]1.[NH2:30][CH:31]([CH2:34][OH:35])[CH2:32][OH:33]. (4) Given the product [Cl:1][C:2]1[CH:3]=[C:4]2[C:9](=[CH:10][C:11]=1[O:12][C:13]1[CH:14]=[CH:15][C:16]([C:19](=[O:33])[NH:20][C:21]3[CH:22]=[N:23][N:24]([C:26]4[CH:31]=[CH:30][CH:29]=[C:28]([Cl:32])[CH:27]=4)[CH:25]=3)=[CH:17][CH:18]=1)[O:8][CH2:7][CH2:6][CH:5]2[C:34]([OH:36])=[O:35], predict the reactants needed to synthesize it. The reactants are: [Cl:1][C:2]1[CH:3]=[C:4]2[C:9](=[CH:10][C:11]=1[O:12][C:13]1[CH:18]=[CH:17][C:16]([C:19](=[O:33])[NH:20][C:21]3[CH:22]=[N:23][N:24]([C:26]4[CH:31]=[CH:30][CH:29]=[C:28]([Cl:32])[CH:27]=4)[CH:25]=3)=[CH:15][CH:14]=1)[O:8][CH2:7][CH2:6][CH:5]2[C:34]([O:36]CC)=[O:35].[OH-].[Na+].Cl. (5) Given the product [S:1]1[C:5]2[CH:6]=[CH:7][C:8]([NH:10][C:11]3[CH:23]=[C:22]([N:24]4[C:32]5[C:27](=[CH:28][CH:29]=[CH:30][CH:31]=5)[CH2:26][CH2:25]4)[CH:21]=[CH:20][C:12]=3[C:13]([OH:15])=[O:14])=[CH:9][C:4]=2[CH:3]=[CH:2]1, predict the reactants needed to synthesize it. The reactants are: [S:1]1[C:5]2[CH:6]=[CH:7][C:8]([NH:10][C:11]3[CH:23]=[C:22]([N:24]4[C:32]5[C:27](=[CH:28][CH:29]=[CH:30][CH:31]=5)[CH2:26][CH2:25]4)[CH:21]=[CH:20][C:12]=3[C:13]([O:15]C(C)(C)C)=[O:14])=[CH:9][C:4]=2[CH:3]=[CH:2]1. (6) The reactants are: [N:1]1[CH:6]=[CH:5][C:4]([C:7]2[CH:8]=[CH:9][CH:10]=[C:11]3[C:16]=2[C:15](=[O:17])[NH:14][CH:13]=[CH:12]3)=[CH:3][CH:2]=1.Br/[CH:19]=[CH:20]/[C:21]1[CH:30]=[CH:29][C:28]2[C:23](=[CH:24][CH:25]=[CH:26][CH:27]=2)[N:22]=1.O.CC(=O)OCC. Given the product [N:1]1[CH:6]=[CH:5][C:4]([C:7]2[CH:8]=[CH:9][CH:10]=[C:11]3[C:16]=2[C:15](=[O:17])[N:14](/[CH:19]=[CH:20]/[C:21]2[CH:30]=[CH:29][C:28]4[C:23](=[CH:24][CH:25]=[CH:26][CH:27]=4)[N:22]=2)[CH:13]=[CH:12]3)=[CH:3][CH:2]=1, predict the reactants needed to synthesize it. (7) Given the product [CH2:1]([O:5][C:6]1[N:14]=[C:13]2[C:9]([NH:10][C:11](=[O:41])[N:12]2[CH2:15][CH:16]2[CH2:21][CH2:20][N:19]([CH2:22][CH2:23][CH2:24][N:25]([CH2:27][CH2:28][O:29][C:30]3[CH:35]=[CH:34][CH:33]=[C:32]([CH2:36][C:37]([O:39][CH3:40])=[O:38])[CH:31]=3)[CH3:26])[CH2:18][CH2:17]2)=[C:8]([NH2:43])[N:7]=1)[CH2:2][CH2:3][CH3:4], predict the reactants needed to synthesize it. The reactants are: [CH2:1]([O:5][C:6]1[N:14]=[C:13]2[C:9]([N:10]=[C:11]([O:41]C)[N:12]2[CH2:15][CH:16]2[CH2:21][CH2:20][N:19]([CH2:22][CH2:23][CH2:24][N:25]([CH2:27][CH2:28][O:29][C:30]3[CH:35]=[CH:34][CH:33]=[C:32]([CH2:36][C:37]([O:39][CH3:40])=[O:38])[CH:31]=3)[CH3:26])[CH2:18][CH2:17]2)=[C:8]([NH2:43])[N:7]=1)[CH2:2][CH2:3][CH3:4].S(=O)(=O)(O)O.C(=O)(O)[O-].[Na+]. (8) Given the product [CH2:21]([C:2]1[C:11]([C:12]([O:14][CH2:15][CH3:16])=[O:13])=[C:10]([OH:17])[C:9]2[C:8](=[O:18])[CH2:7][C:6]([CH3:20])([CH3:19])[CH2:5][C:4]=2[N:3]=1)[CH3:22], predict the reactants needed to synthesize it. The reactants are: Cl[C:2]1[C:11]([C:12]([O:14][CH2:15][CH3:16])=[O:13])=[C:10]([OH:17])[C:9]2[C:8](=[O:18])[CH2:7][C:6]([CH3:20])([CH3:19])[CH2:5][C:4]=2[N:3]=1.[CH2:21]([Zn]CC)[CH3:22].